Dataset: Reaction yield outcomes from USPTO patents with 853,638 reactions. Task: Predict the reaction yield, written as a fraction of the theoretical maximum amount of product (1.0 means a 100% yield; for example, 0.34 means a 34% yield). (1) The reactants are [NH2:1][C:2](=[O:31])[CH2:3][N:4]1[C:8]2=[N:9][CH:10]=[C:11]([C:13]3[C:21]4[C:16](=[CH:17][C:18]([F:22])=[CH:19][CH:20]=4)[N:15](C(OC(C)(C)C)=O)[CH:14]=3)[CH:12]=[C:7]2[O:6][C:5]1=[O:30].C(O)(C(F)(F)F)=O.CCN(CC)CC. The catalyst is C(Cl)Cl.CN(C=O)C.CCOC(C)=O. The product is [F:22][C:18]1[CH:17]=[C:16]2[C:21]([C:13]([C:11]3[CH:12]=[C:7]4[O:6][C:5](=[O:30])[N:4]([CH2:3][C:2]([NH2:1])=[O:31])[C:8]4=[N:9][CH:10]=3)=[CH:14][NH:15]2)=[CH:20][CH:19]=1. The yield is 0.120. (2) The reactants are [Cl-].O[NH3+:3].[C:4](=[O:7])([O-])[OH:5].[Na+].CS(C)=O.[CH2:13]([C:17]1[N:18]=[C:19]([CH3:48])[N:20]([C:39]2[CH:44]=[CH:43][C:42]([O:45][CH2:46][CH3:47])=[CH:41][CH:40]=2)[C:21](=[O:38])[C:22]=1[CH2:23][C:24]1[CH:29]=[CH:28][C:27]([C:30]2[C:31]([C:36]#[N:37])=[CH:32][CH:33]=[CH:34][CH:35]=2)=[CH:26][CH:25]=1)[CH2:14][CH2:15][CH3:16]. The catalyst is O.C(OCC)(=O)C. The product is [CH2:13]([C:17]1[N:18]=[C:19]([CH3:48])[N:20]([C:39]2[CH:40]=[CH:41][C:42]([O:45][CH2:46][CH3:47])=[CH:43][CH:44]=2)[C:21](=[O:38])[C:22]=1[CH2:23][C:24]1[CH:25]=[CH:26][C:27]([C:30]2[CH:35]=[CH:34][CH:33]=[CH:32][C:31]=2[C:36]2[NH:3][C:4](=[O:7])[O:5][N:37]=2)=[CH:28][CH:29]=1)[CH2:14][CH2:15][CH3:16]. The yield is 0.730. (3) The reactants are C([N:9]1[CH2:22][CH2:21][C:20]2[C:19]3[C:18]([C:23]4[CH:28]=[CH:27][CH:26]=[CH:25][C:24]=4[O:29][CH:30]4[CH2:34][CH2:33][CH2:32][CH2:31]4)=[CH:17][CH:16]=[CH:15][C:14]=3[NH:13][C:12]=2[CH2:11][CH2:10]1)(=O)C1C=CC=CC=1.[OH-].[K+].C(O)CO.[NH4+].[OH-]. The catalyst is O.CO.C(Cl)(Cl)Cl. The product is [CH:30]1([O:29][C:24]2[CH:25]=[CH:26][CH:27]=[CH:28][C:23]=2[C:18]2[C:19]3[C:20]4[CH2:21][CH2:22][NH:9][CH2:10][CH2:11][C:12]=4[NH:13][C:14]=3[CH:15]=[CH:16][CH:17]=2)[CH2:34][CH2:33][CH2:32][CH2:31]1. The yield is 0.740. (4) The reactants are [NH2:1][C:2]1[CH:7]=[C:6]([Cl:8])[CH:5]=[CH:4][C:3]=1[SH:9].[CH3:10][N:11]([CH3:16])[C:12](=[O:15])[CH:13]=[CH2:14].CC(O)=O. The catalyst is C(Cl)Cl. The product is [NH2:1][C:2]1[CH:7]=[C:6]([Cl:8])[CH:5]=[CH:4][C:3]=1[S:9][CH2:14][CH2:13][C:12]([N:11]([CH3:16])[CH3:10])=[O:15]. The yield is 0.830. (5) The reactants are Cl[C:2]1[CH:7]=[CH:6][N:5]=[C:4]([C:8]2[CH:9]=[N:10][N:11]3[CH:16]=[CH:15][N:14]=[CH:13][C:12]=23)[N:3]=1.[F:17][C:18]1[CH:19]=[CH:20][C:21]([C@@H:24]([NH2:26])[CH3:25])=[N:22][CH:23]=1.C(N(C(C)C)CC)(C)C. The catalyst is CN(C=O)C. The product is [F:17][C:18]1[CH:19]=[CH:20][C:21]([C@@H:24]([NH:26][C:2]2[CH:7]=[CH:6][N:5]=[C:4]([C:8]3[CH:9]=[N:10][N:11]4[CH:16]=[CH:15][N:14]=[CH:13][C:12]=34)[N:3]=2)[CH3:25])=[N:22][CH:23]=1. The yield is 0.0400. (6) The reactants are C([O:4][C@@H:5]1[CH2:29][CH2:28][C@@:27]2([CH3:30])[C@H:7]([CH2:8][CH2:9][C@@H:10]3[C:26]2=[CH:25][CH2:24][C@@:23]2([CH3:31])[C@H:11]3[CH2:12][CH2:13][C@@H:14]2[C@H:15]([CH3:22])[CH2:16][CH2:17][C:18]([O:20][CH3:21])=[O:19])[CH2:6]1)(=O)C.CC(O)=[O:34]. No catalyst specified. The product is [OH:4][C@@H:5]1[CH2:29][CH2:28][C@@:27]2([CH3:30])[C@H:7]([CH2:8][CH2:9][C@@H:10]3[C:26]2=[CH:25][C:24](=[O:34])[C@@:23]2([CH3:31])[C@H:11]3[CH2:12][CH2:13][C@@H:14]2[C@H:15]([CH3:22])[CH2:16][CH2:17][C:18]([O:20][CH3:21])=[O:19])[CH2:6]1. The yield is 0.500. (7) The reactants are [NH2:1][C:2]1[C:11]2[C:6](=[C:7](Br)[CH:8]=[CH:9][CH:10]=2)[N:5]=[N:4][C:3]=1[C:13]([NH:15][CH3:16])=[O:14].[CH3:17][O:18][C:19]1[CH:24]=[CH:23][C:22]([O:25][CH3:26])=[CH:21][C:20]=1B(O)O.C(=O)([O-])[O-].[K+].[K+]. The catalyst is O1CCCC1.C(O)C.O. The product is [NH2:1][C:2]1[C:11]2[C:6](=[C:7]([C:23]3[CH:24]=[C:19]([O:18][CH3:17])[CH:20]=[CH:21][C:22]=3[O:25][CH3:26])[CH:8]=[CH:9][CH:10]=2)[N:5]=[N:4][C:3]=1[C:13]([NH:15][CH3:16])=[O:14]. The yield is 0.590.